Task: Predict the reactants needed to synthesize the given product.. Dataset: Full USPTO retrosynthesis dataset with 1.9M reactions from patents (1976-2016) (1) Given the product [F:26][CH:2]([F:1])[C:3]1([C:6]2[CH:7]=[C:8]3[C:13](=[CH:14][CH:15]=2)[C:12](=[O:16])[NH:11][CH2:10][CH2:9]3)[CH2:5][CH2:4]1, predict the reactants needed to synthesize it. The reactants are: [F:1][CH:2]([F:26])[C:3]1([C:6]2[CH:7]=[C:8]3[C:13](=[CH:14][CH:15]=2)[C:12](=[O:16])[N:11](CC2C=CC(OC)=CC=2)[CH2:10][CH2:9]3)[CH2:5][CH2:4]1.C(OC(=O)C)C.CO. (2) The reactants are: CO[C:3]([C:5]1[S:9][C:8]([CH2:10][CH2:11][C:12]2[C:13]([CH2:18][CH2:19][CH2:20][CH3:21])=[N:14][O:15][C:16]=2[CH3:17])=[N:7][C:6]=1[CH3:22])=[O:4].[NH2:23][CH:24]([CH2:27][OH:28])[CH2:25][OH:26]. Given the product [OH:26][CH2:25][CH:24]([NH:23][C:3]([C:5]1[S:9][C:8]([CH2:10][CH2:11][C:12]2[C:13]([CH2:18][CH2:19][CH2:20][CH3:21])=[N:14][O:15][C:16]=2[CH3:17])=[N:7][C:6]=1[CH3:22])=[O:4])[CH2:27][OH:28], predict the reactants needed to synthesize it. (3) Given the product [F:24][C:13]([F:25])([C:14]1[CH:23]=[CH:22][C:21]2[C:16](=[CH:17][CH:18]=[CH:19][CH:20]=2)[N:15]=1)[CH2:12][N:8]1[C:9](=[O:11])[C:10]2[C:2]([C:29]3[CH:30]=[CH:31][N:26]=[CH:27][CH:28]=3)=[CH:3][S:4][C:5]=2[CH:6]=[N:7]1, predict the reactants needed to synthesize it. The reactants are: Br[C:2]1[C:10]2[C:9](=[O:11])[N:8]([CH2:12][C:13]([F:25])([F:24])[C:14]3[CH:23]=[CH:22][C:21]4[C:16](=[CH:17][CH:18]=[CH:19][CH:20]=4)[N:15]=3)[N:7]=[CH:6][C:5]=2[S:4][CH:3]=1.[N:26]1[CH:31]=[CH:30][C:29](B(O)O)=[CH:28][CH:27]=1.C([O-])([O-])=O.[Na+].[Na+]. (4) Given the product [O:22]=[C:23]1[C:31]2[C:26](=[CH:27][CH:28]=[CH:29][CH:30]=2)[C:25](=[O:32])[N:24]1[CH2:33][C:34]1[CH:42]=[CH:41][C:37]([C:38]([NH:1][OH:2])=[O:39])=[CH:36][CH:35]=1, predict the reactants needed to synthesize it. The reactants are: [NH2:1][OH:2].OC1C=CC2NN=NC=2N=1.C(N=C=NC(C)C)(C)C.[O:22]=[C:23]1[C:31]2[C:26](=[CH:27][CH:28]=[CH:29][CH:30]=2)[C:25](=[O:32])[N:24]1[CH2:33][C:34]1[CH:42]=[CH:41][C:37]([C:38](O)=[O:39])=[CH:36][CH:35]=1. (5) Given the product [OH:15][C:9]1[CH:8]=[CH:7][C:6]([S:3](=[O:5])(=[O:4])[NH2:1])=[CH:14][C:10]=1[C:11]([OH:13])=[O:12], predict the reactants needed to synthesize it. The reactants are: [NH3:1].Cl[S:3]([C:6]1[CH:7]=[CH:8][C:9]([OH:15])=[C:10]([CH:14]=1)[C:11]([OH:13])=[O:12])(=[O:5])=[O:4]. (6) The reactants are: [Br:1][C:2]1[CH:3]=[C:4]([N+:19]([O-])=O)[C:5]([NH:8][CH2:9][C:10]2[CH:15]=[CH:14][C:13]([O:16][CH2:17][CH3:18])=[CH:12][CH:11]=2)=[N:6][CH:7]=1.C(OCC)(=O)C.O1CCCC1.O.O.[Sn](Cl)Cl. Given the product [Br:1][C:2]1[CH:3]=[C:4]([NH2:19])[C:5]([NH:8][CH2:9][C:10]2[CH:11]=[CH:12][C:13]([O:16][CH2:17][CH3:18])=[CH:14][CH:15]=2)=[N:6][CH:7]=1, predict the reactants needed to synthesize it.